This data is from Reaction yield outcomes from USPTO patents with 853,638 reactions. The task is: Predict the reaction yield, written as a fraction of the theoretical maximum amount of product (1.0 means a 100% yield; for example, 0.34 means a 34% yield). (1) The reactants are [C:1]([C:4]1[C:5]([C:22]2[CH:27]=[CH:26][C:25]([F:28])=[C:24]([Cl:29])[CH:23]=2)=[N:6][N:7]2[CH2:12][C:11]3([CH2:14][CH2:13]3)[N:10](C(OC(C)(C)C)=O)[CH2:9][C:8]=12)(=[O:3])[NH2:2].C(O)(C(F)(F)F)=O. The catalyst is C(Cl)Cl. The product is [Cl:29][C:24]1[CH:23]=[C:22]([C:5]2[C:4]([C:1]([NH2:2])=[O:3])=[C:8]3[CH2:9][NH:10][C:11]4([CH2:14][CH2:13]4)[CH2:12][N:7]3[N:6]=2)[CH:27]=[CH:26][C:25]=1[F:28]. The yield is 0.850. (2) The catalyst is C(Cl)Cl. The product is [C:39]([NH:1][C:2]1[CH:3]=[C:4]([NH:18][C:19]2[N:24]=[C:23]([O:25][CH:26]3[CH2:27][CH2:28][N:29]([C:32]([O:34][C:35]([CH3:38])([CH3:37])[CH3:36])=[O:33])[CH2:30][CH2:31]3)[CH:22]=[CH:21][N:20]=2)[CH:5]=[C:6]([C:8]2[S:12][C:11]([C:13]3([OH:17])[CH2:16][CH2:15][CH2:14]3)=[N:10][CH:9]=2)[CH:7]=1)(=[O:41])[CH3:40]. The reactants are [NH2:1][C:2]1[CH:3]=[C:4]([NH:18][C:19]2[N:24]=[C:23]([O:25][CH:26]3[CH2:31][CH2:30][N:29]([C:32]([O:34][C:35]([CH3:38])([CH3:37])[CH3:36])=[O:33])[CH2:28][CH2:27]3)[CH:22]=[CH:21][N:20]=2)[CH:5]=[C:6]([C:8]2[S:12][C:11]([C:13]3([OH:17])[CH2:16][CH2:15][CH2:14]3)=[N:10][CH:9]=2)[CH:7]=1.[C:39](Cl)(=[O:41])[CH3:40].C(N(CC)CC)C. The yield is 0.650. (3) The reactants are [CH3:1][C:2]1[C:7]([CH2:8][C:9]([O:11][CH3:12])=[O:10])=[C:6]([C:13]2[CH:18]=[CH:17][CH:16]=[CH:15][CH:14]=2)[N:5]=[C:4]([C:19]2[CH:24]=[CH:23][CH:22]=[CH:21][CH:20]=2)[N:3]=1.[Li+].C[Si]([N-][Si](C)(C)C)(C)C.I[CH2:36][CH2:37][CH3:38]. The catalyst is CN(C=O)C. The product is [CH3:1][C:2]1[C:7]([CH:8]([CH2:36][CH2:37][CH3:38])[C:9]([O:11][CH3:12])=[O:10])=[C:6]([C:13]2[CH:14]=[CH:15][CH:16]=[CH:17][CH:18]=2)[N:5]=[C:4]([C:19]2[CH:24]=[CH:23][CH:22]=[CH:21][CH:20]=2)[N:3]=1. The yield is 0.540. (4) The yield is 0.785. The product is [CH2:1]([NH:8][C:21](=[O:28])[C:22]1[CH:27]=[CH:26][CH:25]=[CH:24][CH:23]=1)[C:2]1[CH:7]=[CH:6][CH:5]=[CH:4][CH:3]=1. The catalyst is O.C1(C)C=CC=CC=1.C(OCC)(=O)C. The reactants are [CH2:1]([NH2:8])[C:2]1[CH:7]=[CH:6][CH:5]=[CH:4][CH:3]=1.C1COCC1.C(N(CC)CC)C.[C:21](Cl)(=[O:28])[C:22]1[CH:27]=[CH:26][CH:25]=[CH:24][CH:23]=1. (5) The reactants are [CH3:1][C:2]1([CH3:18])[O:6][C:5]([C:7]2[CH:8]=[CH:9][C:10]([O:15][CH3:16])=[C:11]([CH:14]=2)[C:12]#[N:13])=[CH:4][C:3]1=[O:17].C1C(=O)N([Br:26])C(=O)C1. The catalyst is C(Cl)(Cl)Cl.C(Cl)Cl. The product is [Br:26][C:4]1[C:3](=[O:17])[C:2]([CH3:18])([CH3:1])[O:6][C:5]=1[C:7]1[CH:8]=[CH:9][C:10]([O:15][CH3:16])=[C:11]([CH:14]=1)[C:12]#[N:13]. The yield is 0.420. (6) The reactants are II.Cl[CH2:4][C:5]([CH3:7])=[CH2:6].[Br:8][C:9]1[CH:14]=[CH:13][C:12]([C@@H:15]([NH:17][CH2:18][CH2:19][C:20](=[O:24])[CH:21]([CH3:23])[CH3:22])[CH3:16])=[CH:11][CH:10]=1. The catalyst is O1CCCC1. The product is [Br:8][C:9]1[CH:10]=[CH:11][C:12]([C@@H:15]([NH:17][CH2:18][CH2:19][C:20]([OH:24])([CH2:6][C:5]([CH3:7])=[CH2:4])[CH:21]([CH3:23])[CH3:22])[CH3:16])=[CH:13][CH:14]=1. The yield is 0.900. (7) The reactants are [OH:1][C:2]1[CH:11]=[CH:10][C:9]2[N:8]=[C:7]([C:12]3[CH:17]=[CH:16][CH:15]=[CH:14][CH:13]=3)[C:6]([C:18]3[S:19][CH:20]=[CH:21][N:22]=3)=[N:5][C:4]=2[C:3]=1C(O)=O.Cl.[CH2:27]([NH:29][CH2:30][C:31]([OH:33])=[O:32])C.C(N([CH2:39][CH3:40])CC)C.C1CN([P+]([O:57]N2N=NC3C=CC=CC2=3)(N2CCCC2)N2CCCC2)CC1.F[P-](F)(F)(F)(F)F. The catalyst is CN(C)C=O. The product is [OH:1][C:2]1[C:3]([C:27]([NH:29][CH2:30][C:31]([O:33][CH2:39][CH3:40])=[O:32])=[O:57])=[C:4]2[C:9](=[CH:10][CH:11]=1)[N:8]=[C:7]([C:12]1[CH:13]=[CH:14][CH:15]=[CH:16][CH:17]=1)[C:6]([C:18]1[S:19][CH:20]=[CH:21][N:22]=1)=[N:5]2. The yield is 0.307.